This data is from Peptide-MHC class I binding affinity with 185,985 pairs from IEDB/IMGT. The task is: Regression. Given a peptide amino acid sequence and an MHC pseudo amino acid sequence, predict their binding affinity value. This is MHC class I binding data. (1) The peptide sequence is TFMDHVLRY. The MHC is HLA-A01:01 with pseudo-sequence HLA-A01:01. The binding affinity (normalized) is 0.330. (2) The peptide sequence is AVFIHNFKRK. The MHC is HLA-A02:02 with pseudo-sequence HLA-A02:02. The binding affinity (normalized) is 0.172. (3) The peptide sequence is APPHGGIAF. The MHC is HLA-B15:17 with pseudo-sequence HLA-B15:17. The binding affinity (normalized) is 0.289. (4) The peptide sequence is IYLPIVHPF. The MHC is HLA-B58:01 with pseudo-sequence HLA-B58:01. The binding affinity (normalized) is 0.415. (5) The binding affinity (normalized) is 0.283. The peptide sequence is GEVLSLDKL. The MHC is HLA-B44:03 with pseudo-sequence HLA-B44:03. (6) The peptide sequence is FPAFTDSRF. The MHC is HLA-B07:02 with pseudo-sequence HLA-B07:02. The binding affinity (normalized) is 0.481. (7) The MHC is HLA-A02:06 with pseudo-sequence HLA-A02:06. The binding affinity (normalized) is 0.584. The peptide sequence is GTSAAAYFV. (8) The peptide sequence is LERTSKASLER. The MHC is HLA-A02:02 with pseudo-sequence HLA-A02:02. The binding affinity (normalized) is 0.0451. (9) The peptide sequence is QTAGPWHLGK. The MHC is HLA-A11:01 with pseudo-sequence HLA-A11:01. The binding affinity (normalized) is 0.698. (10) The peptide sequence is YFRNSGMTY. The MHC is HLA-B44:02 with pseudo-sequence HLA-B44:02. The binding affinity (normalized) is 0.0847.